This data is from Catalyst prediction with 721,799 reactions and 888 catalyst types from USPTO. The task is: Predict which catalyst facilitates the given reaction. (1) Reactant: [H-].[Na+].[CH2:3]([O:5][C:6]([C:8]1[NH:9][C:10]2[C:15]([CH:16]=1)=[CH:14][CH:13]=[C:12]([Cl:17])[CH:11]=2)=[O:7])[CH3:4].Br[CH:19]([CH3:22])[C:20]#[N:21]. Product: [CH2:3]([O:5][C:6]([C:8]1[N:9]([CH:19]([C:20]#[N:21])[CH3:22])[C:10]2[C:15]([CH:16]=1)=[CH:14][CH:13]=[C:12]([Cl:17])[CH:11]=2)=[O:7])[CH3:4]. The catalyst class is: 9. (2) Product: [NH2:48][C:49]1[CH:54]=[C:53]([O:55][C:56]2[C:57]([F:64])=[CH:58][C:59]([NH:63][C:14]([C:11]3([C:9]([NH:8][C:5]4[CH:4]=[CH:3][C:2]([F:1])=[CH:7][CH:6]=4)=[O:10])[CH2:12][CH2:13]3)=[O:16])=[C:60]([F:62])[CH:61]=2)[N:52]=[CH:51][N:50]=1. The catalyst class is: 9. Reactant: [F:1][C:2]1[CH:7]=[CH:6][C:5]([NH:8][C:9]([C:11]2([C:14]([OH:16])=O)[CH2:13][CH2:12]2)=[O:10])=[CH:4][CH:3]=1.C(N(CC)CC)C.CN(C(ON1N=NC2C=CC=NC1=2)=[N+](C)C)C.F[P-](F)(F)(F)(F)F.[NH2:48][C:49]1[CH:54]=[C:53]([O:55][C:56]2[CH:61]=[C:60]([F:62])[C:59]([NH2:63])=[CH:58][C:57]=2[F:64])[N:52]=[CH:51][N:50]=1. (3) Reactant: [Cl:1][C:2]1[N:7]=[C:6](Cl)[CH:5]=[C:4]([CH2:9][S:10]([CH:13]2[CH2:18][CH2:17][CH2:16][CH2:15][CH2:14]2)(=[O:12])=[O:11])[N:3]=1.C(N(CC)CC)C.[CH3:26][C@H:27]1[CH2:32][O:31][CH2:30][CH2:29][NH:28]1.O. Product: [Cl:1][C:2]1[N:3]=[C:4]([CH2:9][S:10]([CH:13]2[CH2:18][CH2:17][CH2:16][CH2:15][CH2:14]2)(=[O:12])=[O:11])[CH:5]=[C:6]([N:28]2[CH2:29][CH2:30][O:31][CH2:32][C@@H:27]2[CH3:26])[N:7]=1. The catalyst class is: 2. (4) Reactant: [CH2:1]([O:3][C:4](=[O:29])[C:5]([C:27]#[N:28])=[CH:6][C:7]1[CH:12]=[CH:11][C:10]([O:13][CH2:14][CH2:15][C:16]2[CH:21]=[CH:20][C:19]([O:22][S:23]([CH3:26])(=[O:25])=[O:24])=[CH:18][CH:17]=2)=[CH:9][CH:8]=1)[CH3:2].C(OC(C1CC(C(OCC)=O)=C(C)NC=1C)=O)C. Product: [CH2:1]([O:3][C:4](=[O:29])[CH:5]([C:27]#[N:28])[CH2:6][C:7]1[CH:8]=[CH:9][C:10]([O:13][CH2:14][CH2:15][C:16]2[CH:21]=[CH:20][C:19]([O:22][S:23]([CH3:26])(=[O:25])=[O:24])=[CH:18][CH:17]=2)=[CH:11][CH:12]=1)[CH3:2]. The catalyst class is: 13. (5) Reactant: [CH3:1][O:2][C:3]1[CH:21]=[CH:20][C:6]([C:7]([C:9]2[CH:19]=[CH:18][CH:17]=[CH:16][C:10]=2[C:11](OCC)=[O:12])=O)=[CH:5][N:4]=1.O.[NH2:23][NH2:24]. Product: [CH3:1][O:2][C:3]1[N:4]=[CH:5][C:6]([C:7]2[C:9]3[C:10](=[CH:16][CH:17]=[CH:18][CH:19]=3)[C:11](=[O:12])[NH:24][N:23]=2)=[CH:20][CH:21]=1. The catalyst class is: 8.